The task is: Predict the product of the given reaction.. This data is from Forward reaction prediction with 1.9M reactions from USPTO patents (1976-2016). (1) Given the reactants [Br:1][C:2]1[CH:8]=[CH:7][C:5]([NH2:6])=[CH:4][CH:3]=1.N1C=CC=CC=1.[Cl:15][CH2:16][CH2:17][CH2:18][S:19](Cl)(=[O:21])=[O:20], predict the reaction product. The product is: [Br:1][C:2]1[CH:8]=[CH:7][C:5]([NH:6][S:19]([CH2:18][CH2:17][CH2:16][Cl:15])(=[O:21])=[O:20])=[CH:4][CH:3]=1. (2) Given the reactants [CH2:1]([NH:8][CH2:9][C:10]1[CH:11]=[C:12]2[C:16](=[CH:17][C:18]=1[N+:19]([O-])=O)[N:15]([C:22]([C:35]1[CH:40]=[CH:39][CH:38]=[CH:37][CH:36]=1)([C:29]1[CH:34]=[CH:33][CH:32]=[CH:31][CH:30]=1)[C:23]1[CH:28]=[CH:27][CH:26]=[CH:25][CH:24]=1)[N:14]=[C:13]2[C:41]1[CH:46]=[CH:45][N:44]=[CH:43][CH:42]=1)[C:2]1[CH:7]=[CH:6][CH:5]=[CH:4][CH:3]=1, predict the reaction product. The product is: [CH2:1]([NH:8][CH2:9][C:10]1[CH:11]=[C:12]2[C:16](=[CH:17][C:18]=1[NH2:19])[N:15]([C:22]([C:29]1[CH:30]=[CH:31][CH:32]=[CH:33][CH:34]=1)([C:35]1[CH:40]=[CH:39][CH:38]=[CH:37][CH:36]=1)[C:23]1[CH:28]=[CH:27][CH:26]=[CH:25][CH:24]=1)[N:14]=[C:13]2[C:41]1[CH:42]=[CH:43][N:44]=[CH:45][CH:46]=1)[C:2]1[CH:3]=[CH:4][CH:5]=[CH:6][CH:7]=1. (3) Given the reactants [I:1][C:2]1[CH:3]=[C:4]([N+:14]([O-])=O)[C:5]([NH:8][CH2:9][C:10](OC)=[O:11])=[N:6][CH:7]=1, predict the reaction product. The product is: [I:1][C:2]1[CH:7]=[N:6][C:5]2[NH:8][CH2:9][C:10](=[O:11])[NH:14][C:4]=2[CH:3]=1. (4) The product is: [CH3:44][N:10]1[C:9]2[CH:8]=[C:7]([CH2:1][CH2:2][CH2:3][CH2:4][CH2:5][CH3:6])[CH:19]=[CH:18][C:17]=2[C:16]2[C:11]1=[CH:12][C:46]([CH2:45][OH:41])=[CH:48][CH:15]=2. Given the reactants [CH2:1]([C:7]1[CH:19]=[CH:18][C:17]2[C:16]3[C:11](=[CH:12]C(COC(C4C=CC=CC=4)(C4C=CC=CC=4)C4C=CC=CC=4)=C[CH:15]=3)[NH:10][C:9]=2[CH:8]=1)[CH2:2][CH2:3][CH2:4][CH2:5][CH3:6].[OH-:41].[Na+].I[CH3:44].[CH3:45][C:46]([CH3:48])=O, predict the reaction product.